This data is from Catalyst prediction with 721,799 reactions and 888 catalyst types from USPTO. The task is: Predict which catalyst facilitates the given reaction. Reactant: O1CCCCC1[O:7][NH:8][C:9]([C:11]1([S:20]([C:23]2[CH:28]=[CH:27][C:26]([C:29]3[CH:34]=[CH:33][C:32]([CH2:35][CH2:36][C:37]([F:43])([F:42])[C:38]([F:41])([F:40])[F:39])=[CH:31][CH:30]=3)=[CH:25][CH:24]=2)(=[O:22])=[O:21])[CH2:16][CH2:15][N:14]([CH:17]2[CH2:19][CH2:18]2)[CH2:13][CH2:12]1)=[O:10].C(O)C.[ClH:47]. Product: [ClH:47].[CH:17]1([N:14]2[CH2:13][CH2:12][C:11]([S:20]([C:23]3[CH:24]=[CH:25][C:26]([C:29]4[CH:34]=[CH:33][C:32]([CH2:35][CH2:36][C:37]([F:43])([F:42])[C:38]([F:39])([F:40])[F:41])=[CH:31][CH:30]=4)=[CH:27][CH:28]=3)(=[O:22])=[O:21])([C:9]([NH:8][OH:7])=[O:10])[CH2:16][CH2:15]2)[CH2:18][CH2:19]1. The catalyst class is: 684.